From a dataset of Forward reaction prediction with 1.9M reactions from USPTO patents (1976-2016). Predict the product of the given reaction. (1) Given the reactants FC(F)(S([O:16][S:17]([C:20]([F:32])([F:31])[C:21]([F:30])([F:29])[C:22]([F:28])([F:27])[C:23]([F:26])([F:25])[F:24])(=[O:19])=[O:18])(=O)=O)C(F)(F)C(F)(F)C(F)(F)F.[C:34]1([S:40]([N:43]2[C:47]3[CH:48]=[N:49][C:50]([C:53]#[N:54])=[C:51](O)[C:46]=3[C:45]3[CH:55]=[C:56]([C:59]4[CH:60]=[N:61][N:62]([CH3:64])[CH:63]=4)[CH:57]=[N:58][C:44]2=3)(=[O:42])=[O:41])[CH:39]=[CH:38][CH:37]=[CH:36][CH:35]=1.N1C=CC=CC=1.Cl, predict the reaction product. The product is: [C:34]1([S:40]([N:43]2[C:47]3[CH:48]=[N:49][C:50]([C:53]#[N:54])=[C:51]([O:16][S:17]([C:20]([F:31])([F:32])[C:21]([F:30])([F:29])[C:22]([F:27])([F:28])[C:23]([F:24])([F:25])[F:26])(=[O:18])=[O:19])[C:46]=3[C:45]3[CH:55]=[C:56]([C:59]4[CH:60]=[N:61][N:62]([CH3:64])[CH:63]=4)[CH:57]=[N:58][C:44]2=3)(=[O:41])=[O:42])[CH:35]=[CH:36][CH:37]=[CH:38][CH:39]=1. (2) Given the reactants [CH3:1][C:2]1[C:3]([C:21](=[O:27])[C:22]([O:24][CH2:25][CH3:26])=[O:23])=[C:4]([O:13][S:14]([C:17]([F:20])([F:19])[F:18])(=[O:16])=[O:15])[C:5]2[C:10]([CH:11]=1)=[CH:9][C:8]([CH3:12])=[CH:7][CH:6]=2.B1(C)OC(C2C=CC=CC=2)(C2C=CC=CC=2)[C@@H]2N1CCC2.[B]1OC2C(=CC=CC=2)O1.C([O-])([O-])=O.[Na+].[Na+], predict the reaction product. The product is: [CH3:1][C:2]1[C:3]([C@H:21]([OH:27])[C:22]([O:24][CH2:25][CH3:26])=[O:23])=[C:4]([O:13][S:14]([C:17]([F:19])([F:20])[F:18])(=[O:15])=[O:16])[C:5]2[C:10]([CH:11]=1)=[CH:9][C:8]([CH3:12])=[CH:7][CH:6]=2. (3) Given the reactants Br[C:2]1[N:6]2[C:7]3[CH:19]=[CH:18][CH:17]=[N:16][C:8]=3[NH:9][C:10]3[CH:15]=[CH:14][CH:13]=[CH:12][C:11]=3[C:5]2=[N:4][CH:3]=1.CC1(C)C(C)(C)OB([C:28]2[CH:33]=[CH:32][C:31]([C:34]3([NH:38][C:39](=[O:45])[O:40][C:41]([CH3:44])([CH3:43])[CH3:42])[CH2:37][CH2:36][CH2:35]3)=[CH:30][CH:29]=2)O1.C([O-])(O)=O.[Na+].O, predict the reaction product. The product is: [N:4]1[CH:3]=[C:2]([C:28]2[CH:29]=[CH:30][C:31]([C:34]3([NH:38][C:39](=[O:45])[O:40][C:41]([CH3:43])([CH3:42])[CH3:44])[CH2:35][CH2:36][CH2:37]3)=[CH:32][CH:33]=2)[N:6]2[C:5]=1[C:11]1[CH:12]=[CH:13][CH:14]=[CH:15][C:10]=1[NH:9][C:8]1[N:16]=[CH:17][CH:18]=[CH:19][C:7]2=1.